From a dataset of Full USPTO retrosynthesis dataset with 1.9M reactions from patents (1976-2016). Predict the reactants needed to synthesize the given product. (1) Given the product [CH2:56]([O:58][C:59](=[O:63])[CH2:60][N:61]([C:52]([C:28]1[CH:29]=[N:30][C:31]([NH:32][NH:33][C:34]([NH:36][CH:37]2[C:43]3[CH:44]=[CH:45][CH:46]=[CH:47][C:42]=3[CH2:41][CH2:40][C:39]3[CH:48]=[CH:49][CH:50]=[CH:51][C:38]2=3)=[S:35])=[C:26]([Cl:25])[CH:27]=1)=[O:53])[CH3:62])[CH3:57], predict the reactants needed to synthesize it. The reactants are: CN(C(ON1N=NC2C=CC=NC1=2)=[N+](C)C)C.F[P-](F)(F)(F)(F)F.[Cl:25][C:26]1[CH:27]=[C:28]([C:52](O)=[O:53])[CH:29]=[N:30][C:31]=1[NH:32][NH:33][C:34]([NH:36][CH:37]1[C:43]2[CH:44]=[CH:45][CH:46]=[CH:47][C:42]=2[CH2:41][CH2:40][C:39]2[CH:48]=[CH:49][CH:50]=[CH:51][C:38]1=2)=[S:35].Cl.[CH2:56]([O:58][C:59](=[O:63])[CH2:60][NH:61][CH3:62])[CH3:57].CCN(C(C)C)C(C)C. (2) The reactants are: [CH:1]([C:3]1[CH:10]=[CH:9][C:6]([C:7]#[N:8])=[CH:5][C:4]=1[O:11][C:12]([F:15])([F:14])[F:13])=O.[CH3:16][C:17](=[O:22])[CH2:18][C:19](=[O:21])[CH3:20].C(O)(=O)C.N1CCCCC1. Given the product [C:19]([C:18]([C:17](=[O:22])[CH3:16])=[CH:1][C:3]1[CH:10]=[CH:9][C:6]([C:7]#[N:8])=[CH:5][C:4]=1[O:11][C:12]([F:15])([F:14])[F:13])(=[O:21])[CH3:20], predict the reactants needed to synthesize it. (3) Given the product [Cl-:1].[CH2:2]([O:4][C:5]([C:7]1([NH3+:10])[CH2:9][CH2:8]1)=[O:6])[CH3:3], predict the reactants needed to synthesize it. The reactants are: [ClH:1].[CH2:2]([O:4][C:5]([C:7]1([NH:10]C(OC(C)(C)C)=O)[CH2:9][CH2:8]1)=[O:6])[CH3:3].